From a dataset of Forward reaction prediction with 1.9M reactions from USPTO patents (1976-2016). Predict the product of the given reaction. (1) The product is: [Cl:1][C:2]1[CH:11]=[C:10]([CH:9]=[C:8]([F:16])[C:3]=1[C:4]([O:6][CH3:7])=[O:5])[C:12]([OH:14])=[O:13]. Given the reactants [Cl:1][C:2]1[CH:11]=[C:10]([C:12]([O:14]C)=[O:13])[CH:9]=[C:8]([F:16])[C:3]=1[C:4]([O:6][CH3:7])=[O:5].[OH-].[Na+], predict the reaction product. (2) Given the reactants [CH2:1]([O:3][C:4]([N:6]1[C:15]2[C:10](=[CH:11][C:12]([C:16]([F:19])([F:18])[F:17])=[CH:13][CH:14]=2)[CH:9]([CH:20]([C:26]2[CH:31]=[C:30]([C:32]([F:35])([F:34])[F:33])[CH:29]=[C:28]([C:36]([F:39])([F:38])[F:37])[CH:27]=2)OS(C)(=O)=O)[CH2:8][CH:7]1[CH2:40][CH3:41])=[O:5])[CH3:2].[BH4-].[Na+], predict the reaction product. The product is: [CH2:1]([O:3][C:4]([N:6]1[C:15]2[C:10](=[CH:11][C:12]([C:16]([F:17])([F:18])[F:19])=[CH:13][CH:14]=2)[C@H:9]([CH2:20][C:26]2[CH:27]=[C:28]([C:36]([F:37])([F:38])[F:39])[CH:29]=[C:30]([C:32]([F:34])([F:33])[F:35])[CH:31]=2)[CH2:8][C@H:7]1[CH2:40][CH3:41])=[O:5])[CH3:2]. (3) Given the reactants C(OC(=O)[N:7]([C:14]1[C:15]2[N:16]([C:20](Br)=[CH:21][N:22]=2)[CH:17]=[CH:18][N:19]=1)[CH2:8][CH2:9][S:10]([CH3:13])(=[O:12])=[O:11])(C)(C)C.CS[C:27]1[N:32]=[C:31]([Sn](CCCC)(CCCC)CCCC)[CH:30]=[CH:29][N:28]=1.[CH:46]([NH2:49])([CH3:48])[CH3:47], predict the reaction product. The product is: [CH:46]([NH:49][C:27]1[N:28]=[C:29]([C:20]2[N:16]3[CH:17]=[CH:18][N:19]=[C:14]([NH:7][CH2:8][CH2:9][S:10]([CH3:13])(=[O:11])=[O:12])[C:15]3=[N:22][CH:21]=2)[CH:30]=[CH:31][N:32]=1)([CH3:48])[CH3:47]. (4) Given the reactants [Cl:1][C:2]1[CH:3]=[C:4]([N:8]([CH2:22][CH2:23][CH2:24][OH:25])[CH:9]2[CH2:14][CH2:13][CH2:12][N:11]([C:15]([O:17][C:18]([CH3:21])([CH3:20])[CH3:19])=[O:16])[CH2:10]2)[CH:5]=[CH:6][CH:7]=1.CCN(CC)CC.[CH3:33][S:34](Cl)(=[O:36])=[O:35].O, predict the reaction product. The product is: [Cl:1][C:2]1[CH:3]=[C:4]([N:8]([CH2:22][CH2:23][CH2:24][O:25][S:34]([CH3:33])(=[O:36])=[O:35])[CH:9]2[CH2:14][CH2:13][CH2:12][N:11]([C:15]([O:17][C:18]([CH3:19])([CH3:20])[CH3:21])=[O:16])[CH2:10]2)[CH:5]=[CH:6][CH:7]=1. (5) Given the reactants [CH3:1][C@H:2]1[CH2:7][CH2:6][CH2:5][C@@H:4]([CH3:8])[C:3]1=[N:9]O.C(=O)([O-])[O-:12].[Na+].[Na+], predict the reaction product. The product is: [CH3:1][C@H:2]1[CH2:7][CH2:6][CH2:5][C@@H:4]([CH3:8])[NH:9][C:3]1=[O:12]. (6) Given the reactants [CH2:1]([O:3][C:4](=[O:23])[CH2:5][N:6]1[C:14]2[C:9](=[CH:10][CH:11]=[CH:12][C:13]=2[O:15][Si](C(C)(C)C)(C)C)[CH:8]=[CH:7]1)[CH3:2].O.[F-].C([N+](CCCC)(CCCC)CCCC)CCC, predict the reaction product. The product is: [CH2:1]([O:3][C:4](=[O:23])[CH2:5][N:6]1[C:14]2[C:9](=[CH:10][CH:11]=[CH:12][C:13]=2[OH:15])[CH:8]=[CH:7]1)[CH3:2]. (7) Given the reactants Br[C:2]1[N:6]([S:7]([C:10]2[CH:11]=[N:12][CH:13]=[CH:14][CH:15]=2)(=[O:9])=[O:8])[CH:5]=[C:4]([CH2:16][N:17]([CH3:25])[C:18](=[O:24])[O:19][C:20]([CH3:23])([CH3:22])[CH3:21])[CH:3]=1.[C:26]([C:28]1[CH:29]=[CH:30][C:31]([F:37])=[C:32](B(O)O)[CH:33]=1)#[N:27].C(=O)([O-])[O-].[Na+].[Na+], predict the reaction product. The product is: [C:26]([C:28]1[CH:29]=[CH:30][C:31]([F:37])=[C:32]([C:2]2[N:6]([S:7]([C:10]3[CH:11]=[N:12][CH:13]=[CH:14][CH:15]=3)(=[O:9])=[O:8])[CH:5]=[C:4]([CH2:16][N:17]([CH3:25])[C:18](=[O:24])[O:19][C:20]([CH3:23])([CH3:22])[CH3:21])[CH:3]=2)[CH:33]=1)#[N:27].